This data is from NCI-60 drug combinations with 297,098 pairs across 59 cell lines. The task is: Regression. Given two drug SMILES strings and cell line genomic features, predict the synergy score measuring deviation from expected non-interaction effect. (1) Synergy scores: CSS=-0.0240, Synergy_ZIP=0.540, Synergy_Bliss=0.604, Synergy_Loewe=-2.23, Synergy_HSA=-1.10. Cell line: 786-0. Drug 2: C1C(C(OC1N2C=NC(=NC2=O)N)CO)O. Drug 1: C1=CC(=CC=C1C#N)C(C2=CC=C(C=C2)C#N)N3C=NC=N3. (2) Drug 1: CCCS(=O)(=O)NC1=C(C(=C(C=C1)F)C(=O)C2=CNC3=C2C=C(C=N3)C4=CC=C(C=C4)Cl)F. Drug 2: CC1=C2C(C(=O)C3(C(CC4C(C3C(C(C2(C)C)(CC1OC(=O)C(C(C5=CC=CC=C5)NC(=O)C6=CC=CC=C6)O)O)OC(=O)C7=CC=CC=C7)(CO4)OC(=O)C)O)C)OC(=O)C. Cell line: SNB-19. Synergy scores: CSS=47.8, Synergy_ZIP=12.8, Synergy_Bliss=12.5, Synergy_Loewe=-54.5, Synergy_HSA=10.1. (3) Drug 1: CC12CCC(CC1=CCC3C2CCC4(C3CC=C4C5=CN=CC=C5)C)O. Drug 2: CC1=C2C(C(=O)C3(C(CC4C(C3C(C(C2(C)C)(CC1OC(=O)C(C(C5=CC=CC=C5)NC(=O)OC(C)(C)C)O)O)OC(=O)C6=CC=CC=C6)(CO4)OC(=O)C)OC)C)OC. Cell line: HL-60(TB). Synergy scores: CSS=86.6, Synergy_ZIP=20.7, Synergy_Bliss=20.7, Synergy_Loewe=-28.5, Synergy_HSA=18.0.